The task is: Predict the reaction yield, written as a fraction of the theoretical maximum amount of product (1.0 means a 100% yield; for example, 0.34 means a 34% yield).. This data is from Reaction yield outcomes from USPTO patents with 853,638 reactions. (1) The reactants are [N+:1]([C:4]1[CH:12]=[CH:11][C:7]([C:8](Cl)=[O:9])=[CH:6][CH:5]=1)([O-:3])=[O:2].[OH:13][C@H:14]1[C:18]2[N:19]=[CH:20][N:21]=[C:22]([N:23]3[CH2:28][CH2:27][N:26]([C:29]([O:31][C:32]([CH3:35])([CH3:34])[CH3:33])=[O:30])[CH2:25][CH2:24]3)[C:17]=2[C@H:16]([CH3:36])[CH2:15]1.C(N(CC)CC)C.C([O-])(O)=O.[Na+]. The catalyst is C(Cl)Cl. The product is [CH3:36][C@H:16]1[C:17]2[C:22]([N:23]3[CH2:28][CH2:27][N:26]([C:29]([O:31][C:32]([CH3:35])([CH3:34])[CH3:33])=[O:30])[CH2:25][CH2:24]3)=[N:21][CH:20]=[N:19][C:18]=2[C@H:14]([O:13][C:8](=[O:9])[C:7]2[CH:6]=[CH:5][C:4]([N+:1]([O-:3])=[O:2])=[CH:12][CH:11]=2)[CH2:15]1. The yield is 0.845. (2) The reactants are [ClH:1].C(OC([NH:9][CH2:10][CH2:11][C:12]([NH:14][CH2:15][C:16]1[CH:24]=[CH:23][CH:22]=[C:21]2[C:17]=1[C:18](=[O:34])[N:19]([CH:26]1[CH2:31][CH2:30][C:29](=[O:32])[NH:28][C:27]1=[O:33])[C:20]2=[O:25])=[O:13])=O)(C)(C)C. The catalyst is O1CCOCC1.C(Cl)Cl. The product is [ClH:1].[NH2:9][CH2:10][CH2:11][C:12]([NH:14][CH2:15][C:16]1[CH:24]=[CH:23][CH:22]=[C:21]2[C:17]=1[C:18](=[O:34])[N:19]([CH:26]1[CH2:31][CH2:30][C:29](=[O:32])[NH:28][C:27]1=[O:33])[C:20]2=[O:25])=[O:13]. The yield is 0.790.